From a dataset of Reaction yield outcomes from USPTO patents with 853,638 reactions. Predict the reaction yield, written as a fraction of the theoretical maximum amount of product (1.0 means a 100% yield; for example, 0.34 means a 34% yield). (1) The reactants are [Cl:1][C:2]1[C:3]([CH3:30])=[C:4]([C:23]2[CH:24]=[N:25][C:26](F)=[CH:27][CH:28]=2)[C:5]([O:21][CH3:22])=[C:6]([CH:8]([N:10]2[C:14]3=[N:15][CH:16]=[N:17][C:18]([NH2:19])=[C:13]3[C:12]([CH3:20])=[N:11]2)[CH3:9])[CH:7]=1.[CH2:31]([CH2:33][NH2:34])[OH:32]. The catalyst is C(O)CCC. The product is [NH2:19][C:18]1[N:17]=[CH:16][N:15]=[C:14]2[N:10]([CH:8]([C:6]3[C:5]([O:21][CH3:22])=[C:4]([C:23]4[CH:28]=[CH:27][C:26]([NH:34][CH2:33][CH2:31][OH:32])=[N:25][CH:24]=4)[C:3]([CH3:30])=[C:2]([Cl:1])[CH:7]=3)[CH3:9])[N:11]=[C:12]([CH3:20])[C:13]=12. The yield is 0.150. (2) The reactants are [H-].[Na+].[CH3:3][C:4]([C:6]1[CH:11]=[CH:10][CH:9]=[C:8]([Cl:12])[CH:7]=1)=[O:5].[C:13](OCC)(=[O:19])[C:14]([O:16][CH2:17][CH3:18])=[O:15].Cl. The catalyst is CN(C=O)C.C(OCC)(=O)C. The product is [Cl:12][C:8]1[CH:7]=[C:6]([C:4](=[O:5])[CH2:3][C:13](=[O:19])[C:14]([O:16][CH2:17][CH3:18])=[O:15])[CH:11]=[CH:10][CH:9]=1. The yield is 0.670. (3) The reactants are [Cl-].O[NH3+:3].[C:4](=[O:7])([O-])[OH:5].[Na+].CS(C)=O.[CH2:13]([C:17]1[N:18]=[C:19]([CH3:46])[N:20]([C:39]2[CH:44]=[CH:43][CH:42]=[C:41]([F:45])[CH:40]=2)[C:21](=[O:38])[C:22]=1[CH2:23][C:24]1[CH:29]=[CH:28][C:27]([C:30]2[C:31]([C:36]#[N:37])=[CH:32][CH:33]=[CH:34][CH:35]=2)=[CH:26][CH:25]=1)[CH2:14][CH2:15][CH3:16]. The catalyst is O.C(OCC)(=O)C. The product is [CH2:13]([C:17]1[N:18]=[C:19]([CH3:46])[N:20]([C:39]2[CH:44]=[CH:43][CH:42]=[C:41]([F:45])[CH:40]=2)[C:21](=[O:38])[C:22]=1[CH2:23][C:24]1[CH:25]=[CH:26][C:27]([C:30]2[CH:35]=[CH:34][CH:33]=[CH:32][C:31]=2[C:36]2[NH:3][C:4](=[O:7])[O:5][N:37]=2)=[CH:28][CH:29]=1)[CH2:14][CH2:15][CH3:16]. The yield is 0.660. (4) The reactants are [CH3:1][C:2]1([S:11]([C:14]2[CH:19]=[CH:18][CH:17]=[C:16]([C:20]([F:23])([F:22])[F:21])[CH:15]=2)(=[O:13])=[O:12])[CH2:7][CH2:6][O:5][CH:4]([C:8]([NH2:10])=O)[CH2:3]1.N1C(Cl)=NC(Cl)=NC=1Cl. The catalyst is CN(C=O)C.O. The product is [CH3:1][C:2]1([S:11]([C:14]2[CH:19]=[CH:18][CH:17]=[C:16]([C:20]([F:22])([F:21])[F:23])[CH:15]=2)(=[O:12])=[O:13])[CH2:7][CH2:6][O:5][CH:4]([C:8]#[N:10])[CH2:3]1. The yield is 0.420. (5) The reactants are C[Al](C)C.[CH3:5][O:6][C:7]1[CH:8]=[C:9]([CH2:15][CH2:16][C:17]2[CH:18]=[C:19]([NH2:22])[NH:20][N:21]=2)[CH:10]=[C:11]([O:13][CH3:14])[CH:12]=1.[CH3:23][CH:24]1[N:29]([CH3:30])[CH2:28][CH2:27][N:26]([C:31]2[N:36]=[CH:35][C:34]([C:37](OC)=[O:38])=[CH:33][N:32]=2)[CH2:25]1.Cl. The catalyst is C1(C)C=CC=CC=1.CO. The product is [CH3:14][O:13][C:11]1[CH:10]=[C:9]([CH2:15][CH2:16][C:17]2[CH:18]=[C:19]([NH:22][C:37]([C:34]3[CH:33]=[N:32][C:31]([N:26]4[CH2:27][CH2:28][N:29]([CH3:30])[CH:24]([CH3:23])[CH2:25]4)=[N:36][CH:35]=3)=[O:38])[NH:20][N:21]=2)[CH:8]=[C:7]([O:6][CH3:5])[CH:12]=1. The yield is 0.360. (6) The reactants are [CH2:1]([O:3][CH2:4][C:5]([NH:7][C:8]1[CH:17]=[CH:16][C:15]2[C:14]([CH3:19])([CH3:18])[CH2:13][CH2:12][C:11]([CH3:21])([CH3:20])[C:10]=2[CH:9]=1)=O)[CH3:2].[H-].[Al+3].[Li+].[H-].[H-].[H-].[OH-].[Na+].[O-]S([O-])(=O)=O.[Mg+2]. The catalyst is CCOCC.O. The product is [CH2:1]([O:3][CH2:4][CH2:5][NH:7][C:8]1[CH:17]=[CH:16][C:15]2[C:14]([CH3:19])([CH3:18])[CH2:13][CH2:12][C:11]([CH3:20])([CH3:21])[C:10]=2[CH:9]=1)[CH3:2]. The yield is 0.750.